This data is from Catalyst prediction with 721,799 reactions and 888 catalyst types from USPTO. The task is: Predict which catalyst facilitates the given reaction. (1) Reactant: [C:1]([O:5][C:6]1[CH:11]=[CH:10][C:9]([CH:12](O)[CH2:13][CH2:14][CH3:15])=[CH:8][CH:7]=1)([CH3:4])([CH3:3])[CH3:2].C(N(CC)CC)C.C(OCC)(=[O:26])C.[CH3:30][S:31](Cl)(=[O:33])=[O:32]. Product: [CH3:30][S:31]([O:33][CH2:15][CH2:14][CH2:13][CH2:12][C:9]1[CH:10]=[CH:11][C:6]([O:5][C:1]([CH3:4])([CH3:3])[CH3:2])=[CH:7][CH:8]=1)(=[O:26])=[O:32]. The catalyst class is: 6. (2) Reactant: COC1C=CC(C[N:8]2[CH2:13][CH2:12][N:11]3[C:14](=[O:25])[C:15]([NH:18][C:19]4[CH:24]=[CH:23][N:22]=[CH:21][N:20]=4)=[CH:16][CH:17]=[C:10]3[C:9]2=[O:26])=CC=1. Product: [N:22]1[CH:23]=[CH:24][C:19]([NH:18][C:15]2[C:14](=[O:25])[N:11]3[CH2:12][CH2:13][NH:8][C:9](=[O:26])[C:10]3=[CH:17][CH:16]=2)=[N:20][CH:21]=1. The catalyst class is: 55. (3) Reactant: [NH3:1].[F:2][C:3]1[N:8]=[C:7]([C:9](=[NH:11])[O-])[C:6](=[O:12])[NH:5][CH:4]=1. Product: [F:2][C:3]1[N:8]=[C:7]([C:9](=[NH:1])[NH2:11])[C:6](=[O:12])[NH:5][CH:4]=1. The catalyst class is: 8. (4) Reactant: [C:1]1(C2C=CC=CC=2)[C:2]([C:7]([C:9]2[S:13][C:12]3[CH:14]=[CH:15][CH:16]=[CH:17][C:11]=3[C:10]=2[CH2:18][C:19]([OH:21])=[O:20])=O)=[CH:3][CH:4]=[CH:5][CH:6]=1.[BH4-].[Na+].C([SiH]([CH2:35][CH3:36])CC)C.C(O)(C(F)(F)F)=O.[CH2:44]1[CH2:48]O[CH2:46][CH2:45]1. Product: [C:5]1([C:36]2[CH:35]=[CH:46][CH:45]=[CH:44][CH:48]=2)[CH:4]=[CH:3][C:2]([CH2:7][C:9]2[S:13][C:12]3[CH:14]=[CH:15][CH:16]=[CH:17][C:11]=3[C:10]=2[CH2:18][C:19]([OH:21])=[O:20])=[CH:1][CH:6]=1. The catalyst class is: 473. (5) Reactant: [NH2:1][C:2]1[CH:3]=[CH:4][C:5]([Br:11])=[C:6]([CH:10]=1)[C:7]([OH:9])=[O:8].Br[C:13]([CH3:18])([CH3:17])[C:14]([OH:16])=[O:15].C(N(CC)CC)C. Product: [Br:11][C:5]1[CH:4]=[CH:3][C:2]([NH:1][C:13]([C:14]([OH:16])=[O:15])([CH3:18])[CH3:17])=[CH:10][C:6]=1[C:7]([OH:9])=[O:8]. The catalyst class is: 32. (6) Reactant: [C:12]([O:11][C:9](O[C:9]([O:11][C:12]([CH3:15])([CH3:14])[CH3:13])=[O:10])=[O:10])([CH3:15])([CH3:14])[CH3:13].[NH2:16][CH2:17][CH:18]([OH:21])[CH2:19][NH2:20]. Product: [NH2:16][CH2:17][CH:18]([OH:21])[CH2:19][NH:20][C:9](=[O:10])[O:11][C:12]([CH3:13])([CH3:14])[CH3:15]. The catalyst class is: 169.